Dataset: Reaction yield outcomes from USPTO patents with 853,638 reactions. Task: Predict the reaction yield, written as a fraction of the theoretical maximum amount of product (1.0 means a 100% yield; for example, 0.34 means a 34% yield). (1) The reactants are [S:1]1[CH:5]=[C:4]([CH:6]=[O:7])[N:3]=[CH:2]1.[N+:8]([CH2:10][S:11]([C:14]1[CH:19]=[CH:18][C:17]([CH3:20])=[CH:16][CH:15]=1)(=[O:13])=[O:12])#[C-:9].[C-]#N.[K+]. The catalyst is C(O)C. The product is [S:1]1[CH:5]=[C:4]([CH:6]2[O:7][CH:9]=[N:8][CH:10]2[S:11]([C:14]2[CH:19]=[CH:18][C:17]([CH3:20])=[CH:16][CH:15]=2)(=[O:13])=[O:12])[N:3]=[CH:2]1. The yield is 0.650. (2) The reactants are [Cl:1][C:2]1[CH:7]=[C:6]([O:8][C:9]2[CH:14]=[CH:13][C:12]([Cl:15])=[CH:11][CH:10]=2)[CH:5]=[CH:4][C:3]=1[C:16](=[O:26])[CH:17]([N:21]1[CH:25]=[N:24][CH:23]=[N:22]1)[CH2:18][CH:19]=[CH2:20].B1C2CCCC1CCC2.[OH-:36].[Na+].OO. The catalyst is C1COCC1.CC(OC)(C)C. The product is [Cl:1][C:2]1[CH:7]=[C:6]([O:8][C:9]2[CH:14]=[CH:13][C:12]([Cl:15])=[CH:11][CH:10]=2)[CH:5]=[CH:4][C:3]=1[C:16]1([OH:36])[CH:17]([N:21]2[CH:25]=[N:24][CH:23]=[N:22]2)[CH2:18][CH2:19][CH2:20][O:26]1. The yield is 0.340. (3) The reactants are [NH:1]1[C:5]2[CH:6]=[CH:7][CH:8]=[CH:9][C:4]=2[N:3]=[C:2]1[CH2:10][N:11]1[C@H:24]2[C@@H:15]([CH2:16][CH2:17][C:18]3[C:23]2=[N:22][CH:21]=[CH:20][CH:19]=3)[CH2:14][CH2:13][CH2:12]1.C(=O)([O-])[O-].[K+].[K+].Br[CH2:32][CH2:33][CH2:34][CH2:35][C:36]#[N:37].[I-].[K+]. The catalyst is CN(C)C=O.O. The product is [N:11]1([CH2:10][C:2]2[N:3]([CH2:32][CH2:33][CH2:34][CH2:35][C:36]#[N:37])[C:4]3[CH:9]=[CH:8][CH:7]=[CH:6][C:5]=3[N:1]=2)[C@H:24]2[C@@H:15]([CH2:16][CH2:17][C:18]3[C:23]2=[N:22][CH:21]=[CH:20][CH:19]=3)[CH2:14][CH2:13][CH2:12]1. The yield is 0.530.